Dataset: Full USPTO retrosynthesis dataset with 1.9M reactions from patents (1976-2016). Task: Predict the reactants needed to synthesize the given product. (1) Given the product [F:1][C:2]1[CH:7]=[CH:6][CH:5]=[CH:4][C:3]=1[C:8]1[N:12]([S:13]([C:16]2[CH:17]=[CH:18][C:19]([O:22][CH2:34][C:35]3([C:38](=[O:39])[NH:40][CH3:41])[CH2:37][CH2:36]3)=[CH:20][CH:21]=2)(=[O:14])=[O:15])[CH:11]=[C:10]([CH2:23][N:24]([CH3:32])[C:25](=[O:31])[O:26][C:27]([CH3:28])([CH3:29])[CH3:30])[CH:9]=1, predict the reactants needed to synthesize it. The reactants are: [F:1][C:2]1[CH:7]=[CH:6][CH:5]=[CH:4][C:3]=1[C:8]1[N:12]([S:13]([C:16]2[CH:21]=[CH:20][C:19]([OH:22])=[CH:18][CH:17]=2)(=[O:15])=[O:14])[CH:11]=[C:10]([CH2:23][N:24]([CH3:32])[C:25](=[O:31])[O:26][C:27]([CH3:30])([CH3:29])[CH3:28])[CH:9]=1.O[CH2:34][C:35]1([C:38]([NH:40][CH3:41])=[O:39])[CH2:37][CH2:36]1.N(C(OC(C)C)=O)=NC(OC(C)C)=O.C1(P(C2C=CC=CC=2)C2C=CC=CC=2)C=CC=CC=1. (2) Given the product [F:1][C:2]1[CH:7]=[CH:6][CH:5]=[CH:4][C:3]=1[N:8]1[C:12]([C:13]2[CH:14]=[CH:15][N:16]=[CH:17][CH:18]=2)=[C:11]([C:19]2[O:23][N:22]=[C:21]([C:24]3[CH:25]=[CH:26][C:27]([CH2:28][NH:32][C:33]4([C:36]([OH:38])=[O:37])[CH2:35][CH2:34]4)=[CH:30][CH:31]=3)[N:20]=2)[N:10]=[N:9]1, predict the reactants needed to synthesize it. The reactants are: [F:1][C:2]1[CH:7]=[CH:6][CH:5]=[CH:4][C:3]=1[N:8]1[C:12]([C:13]2[CH:18]=[CH:17][N:16]=[CH:15][CH:14]=2)=[C:11]([C:19]2[O:23][N:22]=[C:21]([C:24]3[CH:31]=[CH:30][C:27]([CH:28]=O)=[CH:26][CH:25]=3)[N:20]=2)[N:10]=[N:9]1.[NH2:32][C:33]1([C:36]([OH:38])=[O:37])[CH2:35][CH2:34]1.